From a dataset of Peptide-MHC class I binding affinity with 185,985 pairs from IEDB/IMGT. Regression. Given a peptide amino acid sequence and an MHC pseudo amino acid sequence, predict their binding affinity value. This is MHC class I binding data. (1) The peptide sequence is IQTHCEVGY. The MHC is HLA-A02:01 with pseudo-sequence HLA-A02:01. The binding affinity (normalized) is 0.0847. (2) The peptide sequence is YLLVKWIRK. The MHC is HLA-A68:01 with pseudo-sequence HLA-A68:01. The binding affinity (normalized) is 0.0323. (3) The peptide sequence is SYMSTFPLF. The MHC is HLA-C14:02 with pseudo-sequence HLA-C14:02. The binding affinity (normalized) is 1.00. (4) The binding affinity (normalized) is 0.693. The peptide sequence is CTTTGEHRR. The MHC is HLA-A68:01 with pseudo-sequence HLA-A68:01. (5) The binding affinity (normalized) is 0.0847. The peptide sequence is VKKLWGHLP. The MHC is HLA-A26:01 with pseudo-sequence HLA-A26:01. (6) The peptide sequence is RKVCYNAVL. The binding affinity (normalized) is 0. The MHC is H-2-Db with pseudo-sequence H-2-Db. (7) The peptide sequence is KQSNTNKHM. The MHC is HLA-B15:01 with pseudo-sequence HLA-B15:01. The binding affinity (normalized) is 0.693. (8) The peptide sequence is TPSGKRLQI. The MHC is HLA-A80:01 with pseudo-sequence HLA-A80:01. The binding affinity (normalized) is 0.0847.